This data is from Reaction yield outcomes from USPTO patents with 853,638 reactions. The task is: Predict the reaction yield, written as a fraction of the theoretical maximum amount of product (1.0 means a 100% yield; for example, 0.34 means a 34% yield). (1) The reactants are C([O-])([O-])=O.[Cs+].[Cs+].[F:7][C:8]1[CH:13]=[CH:12][C:11](B(O)O)=[C:10]([OH:17])[CH:9]=1.Cl[C:19]1[C:28]2[C:23](=[CH:24][C:25]([S:29]([N:32]([CH2:38][C:39]3[CH:44]=[CH:43][C:42]([O:45][CH3:46])=[CH:41][CH:40]=3)[C:33]3[S:34][CH:35]=[CH:36][N:37]=3)(=[O:31])=[O:30])=[CH:26][CH:27]=2)[CH:22]=[CH:21][N:20]=1. The catalyst is COCCOC.O.C1C=CC([P]([Pd]([P](C2C=CC=CC=2)(C2C=CC=CC=2)C2C=CC=CC=2)([P](C2C=CC=CC=2)(C2C=CC=CC=2)C2C=CC=CC=2)[P](C2C=CC=CC=2)(C2C=CC=CC=2)C2C=CC=CC=2)(C2C=CC=CC=2)C2C=CC=CC=2)=CC=1. The yield is 0.920. The product is [F:7][C:8]1[CH:13]=[CH:12][C:11]([C:19]2[C:28]3[C:23](=[CH:24][C:25]([S:29]([N:32]([CH2:38][C:39]4[CH:44]=[CH:43][C:42]([O:45][CH3:46])=[CH:41][CH:40]=4)[C:33]4[S:34][CH:35]=[CH:36][N:37]=4)(=[O:30])=[O:31])=[CH:26][CH:27]=3)[CH:22]=[CH:21][N:20]=2)=[C:10]([OH:17])[CH:9]=1. (2) The product is [CH2:11]([O:10][C:8](=[O:9])[CH:13]=[C:4]1[CH2:5][CH2:6][O:1][CH2:2][CH2:3]1)[CH3:12]. The catalyst is C1(C)C=CC=CC=1. The yield is 0.260. The reactants are [O:1]1[CH2:6][CH2:5][C:4](=O)[CH2:3][CH2:2]1.[C:8]([CH:13]=P(C1C=CC=CC=1)(C1C=CC=CC=1)C1C=CC=CC=1)([O:10][CH2:11][CH3:12])=[O:9]. (3) The reactants are [CH2:1]([O:8][C:9]([N:11]1[CH2:16][CH2:15][CH:14]([C:17](=[O:21])[CH:18]=[N+]=[N-])[CH2:13][CH2:12]1)=[O:10])[C:2]1[CH:7]=[CH:6][CH:5]=[CH:4][CH:3]=1.[BrH:22].CC(O)=O.C([O-])(O)=O.[Na+]. The catalyst is CCOC(C)=O. The product is [CH2:1]([O:8][C:9]([N:11]1[CH2:16][CH2:15][CH:14]([C:17](=[O:21])[CH2:18][Br:22])[CH2:13][CH2:12]1)=[O:10])[C:2]1[CH:7]=[CH:6][CH:5]=[CH:4][CH:3]=1. The yield is 0.810. (4) The reactants are Br[C:2]1[C:3]([O:18][C:19]2[CH:24]=[CH:23][C:22]([C:25]([O:27][C:28]([CH3:31])([CH3:30])[CH3:29])=[O:26])=[CH:21][C:20]=2[N+:32]([O-:34])=[O:33])=[C:4](Cl)[CH:5]=[C:6]2[C:11]=1[O:10][CH2:9][CH2:8][CH:7]2[C:12]([O:14][CH2:15][CH3:16])=[O:13].P([O-])([O-])([O-])=O.[K+].[K+].[K+].C1(P([CH:56]2[CH2:61][CH2:60]CCC2)C2CCCCC2)CCCCC1.[CH:62]1(B(O)O)[CH2:64][CH2:63]1. The catalyst is C([O-])(=O)C.[Pd+2].C([O-])(=O)C.O. The product is [C:28]([O:27][C:25]([C:22]1[CH:23]=[CH:24][C:19]([O:18][C:3]2[C:2]([CH:62]3[CH2:64][CH2:63]3)=[C:11]3[C:6]([CH:7]([C:12]([O:14][CH2:15][CH3:16])=[O:13])[CH2:8][CH2:9][O:10]3)=[CH:5][C:4]=2[CH:60]2[CH2:61][CH2:56]2)=[C:20]([N+:32]([O-:34])=[O:33])[CH:21]=1)=[O:26])([CH3:31])([CH3:30])[CH3:29]. The yield is 0.460. (5) The reactants are [CH3:1][O:2][C:3](=[O:39])[NH:4][CH:5]([C:9]([N:11]1[CH:18]([C:19]2[NH:20][C:21]([C:24]3[CH:29]=[CH:28][C:27](B4OC(C)(C)C(C)(C)O4)=[CH:26][CH:25]=3)=[CH:22][N:23]=2)[CH2:17][C:13]2([CH2:16][CH2:15][CH2:14]2)[O:12]1)=[O:10])[CH:6]([CH3:8])[CH3:7].[CH3:40][O:41][C:42](=[O:67])[NH:43][CH:44]([C:48]([N:50]1[CH2:54][CH2:53][CH2:52][CH:51]1[C:55]1[NH:56][C:57]([C:60]2[CH:65]=[CH:64][C:63](Br)=[CH:62][CH:61]=2)=[CH:58][N:59]=1)=[O:49])[CH:45]([CH3:47])[CH3:46].C(=O)([O-])[O-].[K+].[K+]. The catalyst is COCCOC.C1C=CC([P]([Pd]([P](C2C=CC=CC=2)(C2C=CC=CC=2)C2C=CC=CC=2)([P](C2C=CC=CC=2)(C2C=CC=CC=2)C2C=CC=CC=2)[P](C2C=CC=CC=2)(C2C=CC=CC=2)C2C=CC=CC=2)(C2C=CC=CC=2)C2C=CC=CC=2)=CC=1. The product is [CH3:1][O:2][C:3](=[O:39])[NH:4][CH:5]([C:9]([N:11]1[CH:18]([C:19]2[NH:20][C:21]([C:24]3[CH:29]=[CH:28][C:27]([C:63]4[CH:64]=[CH:65][C:60]([C:57]5[NH:56][C:55]([CH:51]6[CH2:52][CH2:53][CH2:54][N:50]6[C:48](=[O:49])[CH:44]([NH:43][C:42]([O:41][CH3:40])=[O:67])[CH:45]([CH3:47])[CH3:46])=[N:59][CH:58]=5)=[CH:61][CH:62]=4)=[CH:26][CH:25]=3)=[CH:22][N:23]=2)[CH2:17][C:13]2([CH2:14][CH2:15][CH2:16]2)[O:12]1)=[O:10])[CH:6]([CH3:7])[CH3:8]. The yield is 0.300. (6) The reactants are [H-].[Na+].[CH3:3][C:4]1[NH:5][CH:6]=[CH:7][N:8]=1.[Br:9][C:10]1[CH:11]=[N:12][CH:13]=[C:14]([CH2:16]Cl)[CH:15]=1. The catalyst is C1COCC1.C(O)C. The product is [Br:9][C:10]1[CH:11]=[N:12][CH:13]=[C:14]([CH2:16][N:5]2[CH:6]=[CH:7][N:8]=[C:4]2[CH3:3])[CH:15]=1. The yield is 0.530.